Predict the reaction yield, written as a fraction of the theoretical maximum amount of product (1.0 means a 100% yield; for example, 0.34 means a 34% yield). From a dataset of Reaction yield outcomes from USPTO patents with 853,638 reactions. (1) The reactants are [C:1](#[N:5])[CH2:2][C:3]#[N:4].[CH:6]([C:8]1[CH:16]=[C:12]([C:13]([OH:15])=[O:14])[C:11]([OH:17])=[CH:10][CH:9]=1)=O.C(N)C1C=CC=CC=1. The catalyst is C(O)C. The product is [C:3]([C:2]([C:1]#[N:5])=[CH:6][C:8]1[CH:9]=[CH:10][C:11]([OH:17])=[C:12]([CH:16]=1)[C:13]([OH:15])=[O:14])#[N:4]. The yield is 0.327. (2) The reactants are [N+:1]([C:4]1[CH:5]=[C:6]([CH:10]([OH:13])[CH2:11][OH:12])[CH:7]=[CH:8][CH:9]=1)([O-])=O. The catalyst is CO.[Pd]. The product is [NH2:1][C:4]1[CH:5]=[C:6]([CH:10]([OH:13])[CH2:11][OH:12])[CH:7]=[CH:8][CH:9]=1. The yield is 0.920. (3) The reactants are [CH3:1][C:2]1[CH:7]=[CH:6][C:5]([C:8]2([C:11]([OH:13])=[O:12])[CH2:10][CH2:9]2)=[CH:4][CH:3]=1.S(=O)(=O)(O)O.[CH3:19]O. No catalyst specified. The product is [CH3:1][C:2]1[CH:3]=[CH:4][C:5]([C:8]2([C:11]([O:13][CH3:19])=[O:12])[CH2:9][CH2:10]2)=[CH:6][CH:7]=1. The yield is 0.800. (4) The reactants are Br[C:2]1[N:6]2[C:7]3[C:12]([N:13]=[C:14]([CH3:15])[C:5]2=[C:4]([CH3:17])[N:3]=1)=[CH:11][CH:10]=[C:9]([F:16])[CH:8]=3.[F:18][C:19]1[CH:24]=[C:23]([F:25])[CH:22]=[CH:21][C:20]=1B(O)O.C([O-])([O-])=O.[K+].[K+]. The catalyst is C1C=CC([P]([Pd]([P](C2C=CC=CC=2)(C2C=CC=CC=2)C2C=CC=CC=2)([P](C2C=CC=CC=2)(C2C=CC=CC=2)C2C=CC=CC=2)[P](C2C=CC=CC=2)(C2C=CC=CC=2)C2C=CC=CC=2)(C2C=CC=CC=2)C2C=CC=CC=2)=CC=1. The product is [F:18][C:19]1[CH:24]=[C:23]([F:25])[CH:22]=[CH:21][C:20]=1[C:2]1[N:6]2[C:7]3[C:12]([N:13]=[C:14]([CH3:15])[C:5]2=[C:4]([CH3:17])[N:3]=1)=[CH:11][CH:10]=[C:9]([F:16])[CH:8]=3. The yield is 0.500. (5) The product is [Br:1][C:2]1[CH:3]=[C:4]2[C:9]([CH:8]3[CH2:13][CH:6]([NH:14][C:5]2=[O:17])[CH2:7]3)=[CH:10][C:11]=1[F:12]. The catalyst is O1CCOCC1. The yield is 0.890. The reactants are [Br:1][C:2]1[CH:3]=[C:4]2[C:9](=[CH:10][C:11]=1[F:12])[CH:8]1[CH2:13][CH:6]([CH2:7]1)[C:5]2=[N:14]O.S(Cl)(Cl)=[O:17]. (6) The catalyst is O1CCCC1. The reactants are [Br:1][CH:2]1[C:10]2[C:5](=[CH:6][CH:7]=[C:8]([Br:11])[CH:9]=2)[C:4](=[O:12])[O:3]1.[C:13]1([P:19]([C:26]2[CH:31]=[CH:30][CH:29]=[CH:28][CH:27]=2)[C:20]2[CH:25]=[CH:24][CH:23]=[CH:22][CH:21]=2)[CH:18]=[CH:17][CH:16]=[CH:15][CH:14]=1. The yield is 0.715. The product is [Br-:1].[Br:11][C:8]1[CH:9]=[C:10]2[C:5]([C:4](=[O:12])[O:3][CH:2]2[P+:19]([C:20]2[CH:21]=[CH:22][CH:23]=[CH:24][CH:25]=2)([C:26]2[CH:31]=[CH:30][CH:29]=[CH:28][CH:27]=2)[C:13]2[CH:14]=[CH:15][CH:16]=[CH:17][CH:18]=2)=[CH:6][CH:7]=1. (7) The reactants are [CH:1]1([CH:4]([C:31]2[CH:32]=[N:33][C:34]([O:37][CH3:38])=[CH:35][CH:36]=2)[O:5][C:6]2[CH:28]=[CH:27][C:9]([CH2:10][NH:11][C:12]3[C:17]([N+:18]([O-])=O)=[CH:16][C:15]([C:21]4[CH:22]=[N:23][N:24]([CH3:26])[CH:25]=4)=[CH:14][N:13]=3)=[CH:8][C:7]=2[O:29][CH3:30])[CH2:3][CH2:2]1.[Cl-].[NH4+]. The catalyst is C(O)C.O.[Fe]. The product is [CH:1]1([CH:4]([C:31]2[CH:32]=[N:33][C:34]([O:37][CH3:38])=[CH:35][CH:36]=2)[O:5][C:6]2[CH:28]=[CH:27][C:9]([CH2:10][NH:11][C:12]3[C:17]([NH2:18])=[CH:16][C:15]([C:21]4[CH:22]=[N:23][N:24]([CH3:26])[CH:25]=4)=[CH:14][N:13]=3)=[CH:8][C:7]=2[O:29][CH3:30])[CH2:3][CH2:2]1. The yield is 0.950. (8) The yield is 0.320. The catalyst is C1C(Cl)=CC=C(Cl)C=1. The product is [OH:1][C:2]1[CH:3]=[C:4]2[C:5](=[CH:6][CH:7]=1)[C:8](=[O:13])[CH2:9][C:10]2([CH3:11])[CH3:12]. The reactants are [OH:1][C:2]1[CH:7]=[CH:6][C:5]([C:8](=[O:13])[CH:9]=[C:10]([CH3:12])[CH3:11])=[CH:4][CH:3]=1.[Cl-].[Al+3].[Cl-].[Cl-].